This data is from Reaction yield outcomes from USPTO patents with 853,638 reactions. The task is: Predict the reaction yield, written as a fraction of the theoretical maximum amount of product (1.0 means a 100% yield; for example, 0.34 means a 34% yield). (1) The reactants are [CH2:1]([N:8]1[C:16]2[C:11](=[CH:12][CH:13]=[CH:14][CH:15]=2)[C:10](I)=[N:9]1)[C:2]1[CH:7]=[CH:6][CH:5]=[CH:4][CH:3]=1.C[Sn](C)(C)[C:20]1[O:21][C:22]([C:25]([O:27][CH3:28])=[O:26])=[CH:23][CH:24]=1. The catalyst is COCCOC. The product is [CH2:1]([N:8]1[C:16]2[C:11](=[CH:12][CH:13]=[CH:14][CH:15]=2)[C:10]([C:20]2[O:21][C:22]([C:25]([O:27][CH3:28])=[O:26])=[CH:23][CH:24]=2)=[N:9]1)[C:2]1[CH:7]=[CH:6][CH:5]=[CH:4][CH:3]=1. The yield is 0.690. (2) The catalyst is C(Cl)Cl.CN(C1C=CN=CC=1)C. The yield is 0.420. The product is [C:23]1([C:15]2[CH:16]=[CH:17][CH:22]=[CH:21][CH:20]=2)[CH:24]=[CH:25][CH:26]=[CH:27][CH:28]=1.[C:61]([C:60](=[P:58]([C:52]1[CH:57]=[CH:56][CH:55]=[CH:54][CH:53]=1)=[O:59])[C:36]([C:33]1([NH:32][C:31]([NH:30][C@@:15]([C:4]2[CH:5]=[C:6]([O:8][C:9]([F:13])([F:14])[CH:10]([F:11])[F:12])[CH:7]=[C:2]([F:1])[CH:3]=2)([C:23]2[CH:24]=[CH:25][C:26]([F:29])=[CH:27][CH:28]=2)[CH2:16][C:17]2[CH:18]=[CH:19][CH:20]=[CH:21][CH:22]=2)=[O:39])[CH2:34][CH2:35]1)=[O:38])#[N:62]. The reactants are [F:1][C:2]1[CH:3]=[C:4]([C@:15]([NH:30][C:31](=[O:39])[NH:32][C:33]2([C:36]([OH:38])=O)[CH2:35][CH2:34]2)([C:23]2[CH:28]=[CH:27][C:26]([F:29])=[CH:25][CH:24]=2)[CH2:16][C:17]2[CH:22]=[CH:21][CH:20]=[CH:19][CH:18]=2)[CH:5]=[C:6]([O:8][C:9]([F:14])([F:13])[CH:10]([F:12])[F:11])[CH:7]=1.C1(C2C=CC=CC=2)C=CC=CC=1.[C:52]1([P:58](=[CH:60][C:61]#[N:62])=[O:59])[CH:57]=[CH:56][CH:55]=[CH:54][CH:53]=1.CCN=C=NCCCN(C)C.